This data is from Reaction yield outcomes from USPTO patents with 853,638 reactions. The task is: Predict the reaction yield, written as a fraction of the theoretical maximum amount of product (1.0 means a 100% yield; for example, 0.34 means a 34% yield). (1) The reactants are [CH:1]([C:3]1[CH:11]=[CH:10][C:6]([C:7]([OH:9])=[O:8])=[CH:5][CH:4]=1)=O.[C:12](P(C1C=CC=CC=1)(C1C=CC=CC=1)C1C=CC=CC=1)([O:14][CH2:15][CH3:16])=[O:13].[OH-].[Na+].[CH2:38]1COCC1. The catalyst is O. The product is [CH2:15]([O:14][C:12](/[CH:38]=[CH:1]/[C:3]1[CH:11]=[CH:10][C:6]([C:7]([OH:9])=[O:8])=[CH:5][CH:4]=1)=[O:13])[CH3:16]. The yield is 0.800. (2) The reactants are [Cl:1][C:2]1[C:3]([N:31]2[CH2:36][CH2:35][N:34]([CH2:37][C:38]3[N:39]=[C:40]([CH3:43])[S:41][CH:42]=3)[CH2:33][CH2:32]2)=[C:4]2[N:10]=[C:9]([C:11]3[CH:30]=[CH:29][C:14]([CH2:15][N:16]4[CH2:21][CH2:20][N:19](C(OC(C)(C)C)=O)[CH2:18][CH2:17]4)=[CH:13][CH:12]=3)[NH:8][C:5]2=[N:6][CH:7]=1.C(O)(C(F)(F)F)=O. The catalyst is C(Cl)Cl. The product is [Cl:1][C:2]1[C:3]([N:31]2[CH2:32][CH2:33][N:34]([CH2:37][C:38]3[N:39]=[C:40]([CH3:43])[S:41][CH:42]=3)[CH2:35][CH2:36]2)=[C:4]2[N:10]=[C:9]([C:11]3[CH:30]=[CH:29][C:14]([CH2:15][N:16]4[CH2:21][CH2:20][NH:19][CH2:18][CH2:17]4)=[CH:13][CH:12]=3)[NH:8][C:5]2=[N:6][CH:7]=1. The yield is 0.210. (3) The reactants are [OH:1][N:2]1[C:6](=[O:7])[CH2:5][CH2:4][C:3]1=[O:8].C1CCC(N=C=NC2CCCCC2)CC1.[C:24]([O:27][C:28]1[CH:33]=[C:32]([CH3:34])[CH:31]=[C:30]([CH3:35])[C:29]=1[C:36]([CH3:42])([CH3:41])[CH2:37][C:38](O)=[O:39])(=[O:26])[CH3:25]. The catalyst is C(Cl)Cl. The product is [C:6]1(=[O:7])[N:2]([O:1][C:38](=[O:39])[CH2:37][C:36]([C:29]2[C:30]([CH3:35])=[CH:31][C:32]([CH3:34])=[CH:33][C:28]=2[O:27][C:24](=[O:26])[CH3:25])([CH3:42])[CH3:41])[C:3](=[O:8])[CH2:4][CH2:5]1. The yield is 0.940. (4) The reactants are [CH2:1]([N:8]1[CH2:17][C:16]2[N:15]=[CH:14][N:13]=[C:12](O)[C:11]=2[CH2:10][CH2:9]1)[C:2]1[CH:7]=[CH:6][CH:5]=[CH:4][CH:3]=1.O=P(Cl)(Cl)[Cl:21]. No catalyst specified. The product is [CH2:1]([N:8]1[CH2:17][C:16]2[N:15]=[CH:14][N:13]=[C:12]([Cl:21])[C:11]=2[CH2:10][CH2:9]1)[C:2]1[CH:7]=[CH:6][CH:5]=[CH:4][CH:3]=1. The yield is 0.810. (5) The reactants are [NH2:1][CH2:2][CH:3]1[CH2:16][C:15]2[C:6](=[C:7]([NH2:18])[C:8]3[C:13]([N:14]=2)=[CH:12][C:11]([Cl:17])=[CH:10][CH:9]=3)[CH2:5][CH2:4]1.[S:19]1[CH2:23][CH2:22][CH:21]([CH2:24][C:25](O)=[O:26])[S:20]1.C1[C@@H](CC(O)=O)SSC1.Cl.CN(C)CCCN=C=NCC. The catalyst is CN(C=O)C. The product is [NH2:18][C:7]1[C:8]2[C:13]([N:14]=[C:15]3[C:6]=1[CH2:5][CH2:4][CH:3]([CH2:2][NH:1][C:25](=[O:26])[CH2:24][CH:21]1[CH2:22][CH2:23][S:19][S:20]1)[CH2:16]3)=[CH:12][C:11]([Cl:17])=[CH:10][CH:9]=2. The yield is 0.400.